Predict the product of the given reaction. From a dataset of Forward reaction prediction with 1.9M reactions from USPTO patents (1976-2016). (1) Given the reactants [CH3:1][C:2]1[O:6][N:5]=[C:4]([C:7]2[CH:12]=[CH:11][CH:10]=[CH:9][CH:8]=2)[C:3]=1[CH2:13][O:14][C:15]1[CH:16]=[CH:17][C:18]([C:21]([OH:23])=O)=[N:19][CH:20]=1.[NH2:24][N:25]1[CH2:30][CH2:29][O:28][CH2:27][CH2:26]1, predict the reaction product. The product is: [N:25]1([NH:24][C:21]([C:18]2[CH:17]=[CH:16][C:15]([O:14][CH2:13][C:3]3[C:4]([C:7]4[CH:8]=[CH:9][CH:10]=[CH:11][CH:12]=4)=[N:5][O:6][C:2]=3[CH3:1])=[CH:20][N:19]=2)=[O:23])[CH2:30][CH2:29][O:28][CH2:27][CH2:26]1. (2) Given the reactants [CH3:13][C:12]([O:11][C:9](O[C:9]([O:11][C:12]([CH3:15])([CH3:14])[CH3:13])=[O:10])=[O:10])([CH3:15])[CH3:14].[CH2:16]([O:18][C:19]([C:21]1[N:22]([C:42]2[CH:47]=[CH:46][C:45]([O:48][CH:49]([CH3:51])[CH3:50])=[CH:44][CH:43]=2)[C:23]2[C:28]([C:29]=1[NH:30][C:31](=[O:33])[CH3:32])=[CH:27][C:26]([O:34][CH2:35][C:36]1[CH:41]=[CH:40][CH:39]=[CH:38][CH:37]=1)=[CH:25][CH:24]=2)=[O:20])[CH3:17].CCN(CC)CC.Cl, predict the reaction product. The product is: [CH2:16]([O:18][C:19]([C:21]1[N:22]([C:42]2[CH:43]=[CH:44][C:45]([O:48][CH:49]([CH3:50])[CH3:51])=[CH:46][CH:47]=2)[C:23]2[C:28]([C:29]=1[N:30]([C:31](=[O:33])[CH3:32])[C:9]([O:11][C:12]([CH3:13])([CH3:14])[CH3:15])=[O:10])=[CH:27][C:26]([O:34][CH2:35][C:36]1[CH:41]=[CH:40][CH:39]=[CH:38][CH:37]=1)=[CH:25][CH:24]=2)=[O:20])[CH3:17].